Dataset: Full USPTO retrosynthesis dataset with 1.9M reactions from patents (1976-2016). Task: Predict the reactants needed to synthesize the given product. (1) Given the product [F:1][C:2]1[CH:25]=[CH:24][C:5]([O:6][C:7]2[CH:8]=[CH:9][C:10]([C:13]3[N:18]=[C:17]([C:19]([O:21][CH3:26])=[O:20])[CH:16]=[C:15]([CH:22]=[CH2:23])[N:14]=3)=[CH:11][CH:12]=2)=[CH:4][CH:3]=1, predict the reactants needed to synthesize it. The reactants are: [F:1][C:2]1[CH:25]=[CH:24][C:5]([O:6][C:7]2[CH:12]=[CH:11][C:10]([C:13]3[N:18]=[C:17]([C:19]([OH:21])=[O:20])[CH:16]=[C:15]([CH:22]=[CH2:23])[N:14]=3)=[CH:9][CH:8]=2)=[CH:4][CH:3]=1.[CH:26]1C=CC2N(O)N=NC=2C=1.C(Cl)CCl.CO. (2) The reactants are: [Cl:1][C:2]1[CH:3]=[C:4]([N:9]2[C:17]3[CH2:16][CH2:15][CH2:14][C:13](=[CH:18][C:19]([O:21][CH2:22][CH3:23])=[O:20])[C:12]=3[CH:11]=[N:10]2)[CH:5]=[CH:6][C:7]=1[Cl:8]. Given the product [Cl:1][C:2]1[CH:3]=[C:4]([N:9]2[C:17]3[CH2:16][CH2:15][CH2:14][CH:13]([CH2:18][C:19]([O:21][CH2:22][CH3:23])=[O:20])[C:12]=3[CH:11]=[N:10]2)[CH:5]=[CH:6][C:7]=1[Cl:8], predict the reactants needed to synthesize it. (3) Given the product [F:21][C:22]([F:35])([F:34])[S:23]([O:15][C:12]1[C:11]([CH2:16][C:17]([CH3:20])([CH3:19])[CH3:18])=[CH:10][C:9]([O:8][CH2:1][C:2]2[CH:3]=[CH:4][CH:5]=[CH:6][CH:7]=2)=[CH:14][N:13]=1)(=[O:25])=[O:24], predict the reactants needed to synthesize it. The reactants are: [CH2:1]([O:8][C:9]1[CH:10]=[C:11]([CH2:16][C:17]([CH3:20])([CH3:19])[CH3:18])[C:12]([OH:15])=[N:13][CH:14]=1)[C:2]1[CH:7]=[CH:6][CH:5]=[CH:4][CH:3]=1.[F:21][C:22]([F:35])([F:34])[S:23](O[S:23]([C:22]([F:35])([F:34])[F:21])(=[O:25])=[O:24])(=[O:25])=[O:24].O. (4) Given the product [C:26]1([N:17]2[C:16]3[CH:32]=[C:12]([O:11][CH2:10][CH2:9][O:8][CH2:7][C:6]([OH:33])=[O:5])[CH:13]=[CH:14][C:15]=3[N:19]=[C:18]2[C:20]2[CH:21]=[CH:22][CH:23]=[CH:24][CH:25]=2)[CH:27]=[CH:28][CH:29]=[CH:30][CH:31]=1, predict the reactants needed to synthesize it. The reactants are: C([O:5][C:6](=[O:33])[CH2:7][O:8][CH2:9][CH2:10][O:11][C:12]1[CH:13]=[CH:14][C:15]2[N:19]=[C:18]([C:20]3[CH:25]=[CH:24][CH:23]=[CH:22][CH:21]=3)[N:17]([C:26]3[CH:31]=[CH:30][CH:29]=[CH:28][CH:27]=3)[C:16]=2[CH:32]=1)(C)(C)C. (5) Given the product [Cl:1][C:2]1[CH:7]=[CH:6][C:5]([Cl:8])=[CH:4][C:3]=1[NH:9][N:10]=[CH:14][C:13]1[CH:16]=[CH:17][C:18]([OH:20])=[CH:19][C:12]=1[OH:11], predict the reactants needed to synthesize it. The reactants are: [Cl:1][C:2]1[CH:7]=[CH:6][C:5]([Cl:8])=[CH:4][C:3]=1[NH:9][NH2:10].[OH:11][C:12]1[CH:19]=[C:18]([OH:20])[CH:17]=[CH:16][C:13]=1[CH:14]=O. (6) Given the product [OH:20][C@H:15]([C:16]([CH3:19])([CH3:18])[CH3:17])[C:14]([N:8]1[CH2:9][CH2:10][N:11]([CH3:13])[CH2:12][C@H:7]1[C:5]([OH:6])=[O:4])=[O:24], predict the reactants needed to synthesize it. The reactants are: [Li+].[OH-].C[O:4][C:5]([C@@H:7]1[CH2:12][N:11]([CH3:13])[CH2:10][CH2:9][N:8]1[C:14](=[O:24])[C@H:15]([O:20]C(=O)C)[C:16]([CH3:19])([CH3:18])[CH3:17])=[O:6].C1COCC1.CO. (7) Given the product [F:1][C:2]1[CH:7]=[CH:6][C:5]([C:22]#[C:21][CH2:20][OH:23])=[CH:4][CH:3]=1, predict the reactants needed to synthesize it. The reactants are: [F:1][C:2]1[CH:7]=[CH:6][C:5](I)=[CH:4][CH:3]=1.N12CCCN=C1CCCCC2.[CH2:20]([OH:23])[C:21]#[CH:22].Cl.